From a dataset of Full USPTO retrosynthesis dataset with 1.9M reactions from patents (1976-2016). Predict the reactants needed to synthesize the given product. (1) Given the product [Br:20][CH2:31][C:29]1[CH:28]=[C:25]([CH:24]=[C:23]([Cl:22])[CH:30]=1)[C:26]#[N:27], predict the reactants needed to synthesize it. The reactants are: C1(P(C2C=CC=CC=2)C2C=CC=CC=2)C=CC=CC=1.[Br:20]Br.[Cl:22][C:23]1[CH:24]=[C:25]([CH:28]=[C:29]([CH2:31]O)[CH:30]=1)[C:26]#[N:27]. (2) Given the product [C:26]([O:1][C:2]1[CH:10]=[CH:9][C:8]([C:11](=[O:19])[CH2:12][CH2:13][CH2:14][CH2:15][CH2:16][CH2:17][CH3:18])=[CH:7][C:3]=1[C:4]([OH:6])=[O:5])(=[O:28])[CH3:27], predict the reactants needed to synthesize it. The reactants are: [OH:1][C:2]1[CH:10]=[CH:9][C:8]([C:11](=[O:19])[CH2:12][CH2:13][CH2:14][CH2:15][CH2:16][CH2:17][CH3:18])=[CH:7][C:3]=1[C:4]([OH:6])=[O:5].N1C=CC=CC=1.[C:26](Cl)(=[O:28])[CH3:27].O. (3) Given the product [F:22][C:23]1[CH:28]=[CH:27][C:26]([O:1][CH2:2][CH2:3][N:4]([CH2:17][C:18]([F:19])([F:20])[F:21])[C:5]2[CH:12]=[CH:11][C:8]([C:9]#[N:10])=[CH:7][C:6]=2[C:13]([F:15])([F:16])[F:14])=[CH:25][CH:24]=1, predict the reactants needed to synthesize it. The reactants are: [OH:1][CH2:2][CH2:3][N:4]([CH2:17][C:18]([F:21])([F:20])[F:19])[C:5]1[CH:12]=[CH:11][C:8]([C:9]#[N:10])=[CH:7][C:6]=1[C:13]([F:16])([F:15])[F:14].[F:22][C:23]1[CH:28]=[CH:27][C:26](O)=[CH:25][CH:24]=1. (4) The reactants are: [CH3:1][O:2][C:3]1[CH:4]=[C:5]2[C:10](=[CH:11][C:12]=1[O:13][CH3:14])[N:9]=[CH:8][CH:7]=[C:6]2[O:15][C:16]1[CH:21]=[CH:20][C:19]([NH:22][C:23](=O)[CH2:24][CH2:25][O:26][C:27]2[CH:32]=[CH:31][CH:30]=[CH:29][CH:28]=2)=[C:18]([CH3:34])[C:17]=1[CH3:35].Cl.[OH-].[Na+]. Given the product [CH3:1][O:2][C:3]1[CH:4]=[C:5]2[C:10](=[CH:11][C:12]=1[O:13][CH3:14])[N:9]=[CH:8][CH:7]=[C:6]2[O:15][C:16]1[CH:21]=[CH:20][C:19]([NH:22][CH2:23][CH2:24][CH2:25][O:26][C:27]2[CH:32]=[CH:31][CH:30]=[CH:29][CH:28]=2)=[C:18]([CH3:34])[C:17]=1[CH3:35], predict the reactants needed to synthesize it. (5) Given the product [N:2]1[CH:7]=[CH:6][CH:5]=[CH:4][C:3]=1[C:8]1[CH2:9][CH2:10][N:11]([CH2:27][NH:23][C:21](=[O:22])[C:20]2[CH:24]=[CH:25][C:17]([F:16])=[C:18]([CH3:26])[CH:19]=2)[CH2:12][CH:13]=1, predict the reactants needed to synthesize it. The reactants are: Cl.[N:2]1[CH:7]=[CH:6][CH:5]=[CH:4][C:3]=1[C:8]1[CH2:9][CH2:10][NH:11][CH2:12][CH:13]=1.C=O.[F:16][C:17]1[CH:25]=[CH:24][C:20]([C:21]([NH2:23])=[O:22])=[CH:19][C:18]=1[CH3:26].[C:27](=O)([O-])[O-].[K+].[K+].